From a dataset of Peptide-MHC class I binding affinity with 185,985 pairs from IEDB/IMGT. Regression. Given a peptide amino acid sequence and an MHC pseudo amino acid sequence, predict their binding affinity value. This is MHC class I binding data. (1) The binding affinity (normalized) is 0.648. The peptide sequence is IMAILCVPNA. The MHC is HLA-A30:01 with pseudo-sequence HLA-A30:01. (2) The peptide sequence is RTGDIGCFK. The MHC is HLA-A31:01 with pseudo-sequence HLA-A31:01. The binding affinity (normalized) is 0.500. (3) The peptide sequence is AENLDVTVY. The MHC is Mamu-A11 with pseudo-sequence Mamu-A11. The binding affinity (normalized) is 0.0670. (4) The peptide sequence is PPPPLQHPI. The MHC is HLA-A25:01 with pseudo-sequence HLA-A25:01. The binding affinity (normalized) is 0.0847. (5) The peptide sequence is LTSVDIETA. The MHC is HLA-A02:03 with pseudo-sequence HLA-A02:03. The binding affinity (normalized) is 0.136. (6) The peptide sequence is TLASIGTAF. The MHC is HLA-A02:19 with pseudo-sequence HLA-A02:19. The binding affinity (normalized) is 0.0847. (7) The peptide sequence is LILAPTRVV. The MHC is HLA-B40:01 with pseudo-sequence HLA-B40:01. The binding affinity (normalized) is 0.0847. (8) The peptide sequence is WVWDTWPLA. The MHC is HLA-A02:03 with pseudo-sequence HLA-A02:03. The binding affinity (normalized) is 0.0847. (9) The peptide sequence is ERYPGGVSL. The MHC is HLA-A03:01 with pseudo-sequence HLA-A03:01. The binding affinity (normalized) is 0.0847.